This data is from Full USPTO retrosynthesis dataset with 1.9M reactions from patents (1976-2016). The task is: Predict the reactants needed to synthesize the given product. The reactants are: Br[C:2]1[N:7]=[C:6]([C:8]#[N:9])[CH:5]=[CH:4][CH:3]=1.[OH:10][CH:11]1[CH2:16][CH2:15][N:14]([C:17]([O:19][C:20]([CH3:23])([CH3:22])[CH3:21])=[O:18])[CH2:13][CH2:12]1.C(P(C(C)(C)C)C1C=CC=CC=1C1C=CC=CC=1)(C)(C)C. Given the product [C:8]([C:6]1[N:7]=[C:2]([O:10][CH:11]2[CH2:12][CH2:13][N:14]([C:17]([O:19][C:20]([CH3:23])([CH3:22])[CH3:21])=[O:18])[CH2:15][CH2:16]2)[CH:3]=[CH:4][CH:5]=1)#[N:9], predict the reactants needed to synthesize it.